From a dataset of Full USPTO retrosynthesis dataset with 1.9M reactions from patents (1976-2016). Predict the reactants needed to synthesize the given product. (1) The reactants are: [CH3:1][CH:2]([CH2:7][CH2:8][CH2:9][CH2:10][CH2:11][CH3:12])[CH2:3][C:4](Cl)=[O:5].[OH:13][C:14]1[CH:19]=[CH:18][C:17]([S:20]([OH:23])(=[O:22])=[O:21])=[CH:16][CH:15]=1.[Na:24].CCOCC. Given the product [CH3:1][CH:2]([CH2:7][CH2:8][CH2:9][CH2:10][CH2:11][CH3:12])[CH2:3][C:4]([O:13][C:14]1[CH:19]=[CH:18][C:17]([S:20]([OH:23])(=[O:21])=[O:22])=[CH:16][CH:15]=1)=[O:5].[Na:24], predict the reactants needed to synthesize it. (2) Given the product [CH3:8][O:9][C:10]1[CH:11]=[C:12]([C:2]2[S:3][C:4]([C:14]3[CH:13]=[CH:12][CH:11]=[C:10]([O:9][CH3:8])[CH:15]=3)=[CH:5][CH:6]=2)[CH:13]=[CH:14][CH:15]=1, predict the reactants needed to synthesize it. The reactants are: Br[C:2]1[S:3][C:4](Br)=[CH:5][CH:6]=1.[CH3:8][O:9][C:10]1[CH:11]=[C:12](B(O)O)[CH:13]=[CH:14][CH:15]=1. (3) Given the product [Cl:14][C:15]1[C:20]([Cl:21])=[CH:19][CH:18]=[CH:17][C:16]=1[N:22]=[C:23]1[N:4]([CH:1]([CH3:3])[CH3:2])[CH2:5][C:6]([CH3:9])([CH3:8])[S:24]1, predict the reactants needed to synthesize it. The reactants are: [CH:1]([NH:4][CH2:5][C:6]([CH3:9])([CH3:8])O)([CH3:3])[CH3:2].O=S(Cl)Cl.[Cl:14][C:15]1[C:20]([Cl:21])=[CH:19][CH:18]=[CH:17][C:16]=1[N:22]=[C:23]=[S:24].